Dataset: NCI-60 drug combinations with 297,098 pairs across 59 cell lines. Task: Regression. Given two drug SMILES strings and cell line genomic features, predict the synergy score measuring deviation from expected non-interaction effect. (1) Drug 1: CC1C(C(CC(O1)OC2CC(CC3=C2C(=C4C(=C3O)C(=O)C5=C(C4=O)C(=CC=C5)OC)O)(C(=O)CO)O)N)O.Cl. Drug 2: C1=C(C(=O)NC(=O)N1)N(CCCl)CCCl. Cell line: 786-0. Synergy scores: CSS=38.1, Synergy_ZIP=0.589, Synergy_Bliss=2.00, Synergy_Loewe=1.41, Synergy_HSA=2.34. (2) Drug 1: COC1=CC(=CC(=C1O)OC)C2C3C(COC3=O)C(C4=CC5=C(C=C24)OCO5)OC6C(C(C7C(O6)COC(O7)C8=CC=CS8)O)O. Drug 2: C1=CC(=CC=C1CCCC(=O)O)N(CCCl)CCCl. Cell line: A549. Synergy scores: CSS=52.9, Synergy_ZIP=-7.83, Synergy_Bliss=-7.24, Synergy_Loewe=-10.1, Synergy_HSA=-1.38.